Dataset: Full USPTO retrosynthesis dataset with 1.9M reactions from patents (1976-2016). Task: Predict the reactants needed to synthesize the given product. (1) Given the product [Br:1][C:2]1[O:6][C:5]([C:7]2[N:12]=[C:11]([NH2:20])[CH:10]=[C:9]([N:14]3[CH:18]=[CH:17][CH:16]=[N:15]3)[N:8]=2)=[CH:4][CH:3]=1, predict the reactants needed to synthesize it. The reactants are: [Br:1][C:2]1[O:6][C:5]([C:7]2[N:12]=[C:11](Cl)[CH:10]=[C:9]([N:14]3[CH:18]=[CH:17][CH:16]=[N:15]3)[N:8]=2)=[CH:4][CH:3]=1.[OH-].[NH4+:20]. (2) The reactants are: [N:1]1([C:10]2[S:14][C:13](C(O)=O)=[C:12]([O:18][CH2:19][C:20]3[CH:25]=[CH:24][CH:23]=[CH:22][C:21]=3[CH3:26])[CH:11]=2)[C:5]2[CH:6]=[CH:7][CH:8]=[CH:9][C:4]=2[N:3]=[CH:2]1.C(OCC)(=O)C. Given the product [CH3:26][C:21]1[CH:22]=[CH:23][CH:24]=[CH:25][C:20]=1[CH2:19][O:18][C:12]1[CH:11]=[C:10]([N:1]2[C:5]3[CH:6]=[CH:7][CH:8]=[CH:9][C:4]=3[N:3]=[CH:2]2)[S:14][CH:13]=1, predict the reactants needed to synthesize it. (3) Given the product [N:14]1([CH:11]2[CH2:12][CH2:13][NH:8][CH2:9][CH2:10]2)[CH2:17][CH2:16][CH2:15]1, predict the reactants needed to synthesize it. The reactants are: C(OC([N:8]1[CH2:13][CH2:12][CH:11]([N:14]2[CH2:17][CH2:16][CH2:15]2)[CH2:10][CH2:9]1)=O)(C)(C)C.C(O)(C(F)(F)F)=O.C(Cl)Cl. (4) Given the product [CH3:10][O:9][CH:8]([O:11][CH3:12])[C:5]1[CH:6]=[CH:7][C:2]([CH:20]([OH:21])[CH2:19][C:13]2[CH:18]=[CH:17][CH:16]=[CH:15][CH:14]=2)=[CH:3][CH:4]=1, predict the reactants needed to synthesize it. The reactants are: Br[C:2]1[CH:7]=[CH:6][C:5]([CH:8]([O:11][CH3:12])[O:9][CH3:10])=[CH:4][CH:3]=1.[C:13]1([CH2:19][CH:20]=[O:21])[CH:18]=[CH:17][CH:16]=[CH:15][CH:14]=1.[NH4+].[Cl-].C(OCC)(=O)C. (5) Given the product [F:16][C:17]1[C:22]([F:23])=[CH:21][CH:20]=[CH:19][C:18]=1[C:24]1[CH:29]=[CH:28][CH:27]=[C:26]([N:30]2[CH2:31][CH2:32][N:33]([C:8]([NH:7][C:5]3[O:4][N:3]=[C:2]([CH3:1])[CH:6]=3)=[O:15])[CH2:34][CH2:35]2)[CH:25]=1, predict the reactants needed to synthesize it. The reactants are: [CH3:1][C:2]1[CH:6]=[C:5]([NH:7][C:8](=[O:15])OCC(Cl)(Cl)Cl)[O:4][N:3]=1.[F:16][C:17]1[C:22]([F:23])=[CH:21][CH:20]=[CH:19][C:18]=1[C:24]1[CH:29]=[CH:28][CH:27]=[C:26]([N:30]2[CH2:35][CH2:34][NH:33][CH2:32][CH2:31]2)[CH:25]=1. (6) Given the product [F:11][C:7]1[CH:6]=[CH:5][C:4]([CH2:3][N:2]2[C:15](=[O:16])[C:14]3[C:13](=[CH:21][CH:20]=[CH:19][CH:18]=3)[C:12]2=[O:22])=[CH:9][C:8]=1[OH:10], predict the reactants needed to synthesize it. The reactants are: Br.[NH2:2][CH2:3][C:4]1[CH:5]=[CH:6][C:7]([F:11])=[C:8]([OH:10])[CH:9]=1.[C:12](Cl)(=[O:22])[C:13]1[C:14](=[CH:18][CH:19]=[CH:20][CH:21]=1)[C:15](Cl)=[O:16].C(N(CC)CC)C. (7) Given the product [CH2:22]([O:21][C:19]([C:3]1[CH:4]=[N:5][C:6]2[C:11]([C:2]=1[NH2:24])=[CH:10][C:9]([O:12][C:13]1[CH:18]=[CH:17][CH:16]=[CH:15][CH:14]=1)=[CH:8][CH:7]=2)=[O:20])[CH3:23], predict the reactants needed to synthesize it. The reactants are: Cl[C:2]1[C:11]2[C:6](=[CH:7][CH:8]=[C:9]([O:12][C:13]3[CH:18]=[CH:17][CH:16]=[CH:15][CH:14]=3)[CH:10]=2)[N:5]=[CH:4][C:3]=1[C:19]([O:21][CH2:22][CH3:23])=[O:20].[NH3:24]. (8) Given the product [CH2:34]([O:1][C:2]1[C:7]2[CH2:8][CH2:9][CH:10]([C:14]([N:16]3[CH2:21][CH2:20][CH:19]([C:22]4[CH:23]=[CH:24][CH:25]=[CH:26][CH:27]=4)[CH2:18][CH2:17]3)=[O:15])[CH2:11][C:12](=[O:13])[C:6]=2[CH:5]=[CH:4][CH:3]=1)[C:35]1[CH:40]=[CH:39][CH:38]=[CH:37][CH:36]=1, predict the reactants needed to synthesize it. The reactants are: [OH:1][C:2]1[C:7]2[CH2:8][CH2:9][CH:10]([C:14]([N:16]3[CH2:21][CH2:20][CH:19]([C:22]4[CH:27]=[CH:26][CH:25]=[CH:24][CH:23]=4)[CH2:18][CH2:17]3)=[O:15])[CH2:11][C:12](=[O:13])[C:6]=2[CH:5]=[CH:4][CH:3]=1.C([O-])([O-])=O.[K+].[K+].[CH2:34](Br)[C:35]1[CH:40]=[CH:39][CH:38]=[CH:37][CH:36]=1. (9) Given the product [F:26][C:23]1[CH:24]=[CH:25][C:20]([C:19]2[N:18]=[N:17][N:16]([CH3:27])[C:15]=2[CH2:14][O:13][C:10]2[CH:11]=[CH:12][C:7]([C:6]([OH:28])=[O:5])=[CH:8][N:9]=2)=[CH:21][CH:22]=1, predict the reactants needed to synthesize it. The reactants are: O.[OH-].[Li+].C[O:5][C:6](=[O:28])[C:7]1[CH:12]=[CH:11][C:10]([O:13][CH2:14][C:15]2[N:16]([CH3:27])[N:17]=[N:18][C:19]=2[C:20]2[CH:25]=[CH:24][C:23]([F:26])=[CH:22][CH:21]=2)=[N:9][CH:8]=1. (10) Given the product [CH3:14][N:15]1[C:19]2[CH:20]=[CH:21][CH:22]=[C:23]([NH:24][C:11]([C:8]3[C:6]4[N:7]=[C:2]([Cl:1])[N:3]=[CH:4][C:5]=4[S:10][CH:9]=3)=[O:13])[C:18]=2[N:17]=[CH:16]1, predict the reactants needed to synthesize it. The reactants are: [Cl:1][C:2]1[N:3]=[CH:4][C:5]2[S:10][CH:9]=[C:8]([C:11]([OH:13])=O)[C:6]=2[N:7]=1.[CH3:14][N:15]1[C:19]2[CH:20]=[CH:21][CH:22]=[C:23]([NH2:24])[C:18]=2[N:17]=[CH:16]1.CCN(C(C)C)C(C)C.